Dataset: Full USPTO retrosynthesis dataset with 1.9M reactions from patents (1976-2016). Task: Predict the reactants needed to synthesize the given product. (1) Given the product [Cl:8][C:9]1[CH:10]=[C:11]([C:16]2[CH:21]=[CH:20][C:19]([O:22][CH3:23])=[C:18]([N:24]3[C:33]4[C:28](=[CH:29][C:30]([S:34]([NH:1][C:2]5[CH:7]=[CH:6][N:5]=[CH:4][N:3]=5)(=[O:35])=[O:36])=[CH:31][CH:32]=4)[CH:27]=[CH:26][C:25]3=[O:49])[CH:17]=2)[CH:12]=[C:13]([F:15])[CH:14]=1, predict the reactants needed to synthesize it. The reactants are: [NH2:1][C:2]1[CH:7]=[CH:6][N:5]=[CH:4][N:3]=1.[Cl:8][C:9]1[CH:10]=[C:11]([C:16]2[CH:21]=[CH:20][C:19]([O:22][CH3:23])=[C:18]([N:24]3[C:33]4[C:28](=[CH:29][C:30]([S:34](OC5C(F)=C(F)C(F)=C(F)C=5F)(=[O:36])=[O:35])=[CH:31][CH:32]=4)[CH:27]=[CH:26][C:25]3=[O:49])[CH:17]=2)[CH:12]=[C:13]([F:15])[CH:14]=1.[Li+].C[Si]([N-][Si](C)(C)C)(C)C. (2) Given the product [C:8]1([CH:11]=[CH:12][C:13]2[CH:18]=[CH:28][C:27]([OH:30])=[CH:15][CH:14]=2)[CH:7]=[C:6]([OH:23])[CH:5]=[C:10]([OH:33])[CH:9]=1, predict the reactants needed to synthesize it. The reactants are: C(O[C:5]1[CH:10]=[CH:9][C:8]([CH:11]=[CH:12][C:13]2[CH:18]=CC=[CH:15][CH:14]=2)=[C:7](OC(=O)C)[C:6]=1[O:23]C(=O)C)(=O)C.[C:27]([O-:30])(=O)[CH3:28].[NH4+].C[OH:33].